This data is from Full USPTO retrosynthesis dataset with 1.9M reactions from patents (1976-2016). The task is: Predict the reactants needed to synthesize the given product. (1) Given the product [C:7]1([C@H:6]([OH:13])[CH2:4][CH3:5])[CH:12]=[CH:11][CH:10]=[CH:9][CH:8]=1, predict the reactants needed to synthesize it. The reactants are: C([Zn][CH2:4][CH3:5])C.[CH:6](=[O:13])[C:7]1[CH:12]=[CH:11][CH:10]=[CH:9][CH:8]=1. (2) Given the product [OH:6][C:7]1[C:8]([C:14](=[O:16])[CH3:15])=[CH:9][CH:10]=[C:11]2[C:12]=1[CH:2]=[CH:3][C:4]([CH3:5])([CH3:19])[O:13]2, predict the reactants needed to synthesize it. The reactants are: [Li][CH2:2][CH2:3][CH2:4][CH3:5].[OH:6][C:7]1[CH:12]=[C:11]([OH:13])[CH:10]=[CH:9][C:8]=1[C:14](=[O:16])[CH3:15].[NH4+].[Cl-].[CH2:19]1COCC1. (3) Given the product [Cl:8][C:5]1[N:4]2[N:9]=[CH:10][N:11]=[C:3]2[C:2]([NH:24][C:21]2[CH:20]=[CH:19][C:18]([N:12]3[CH2:17][CH2:16][O:15][CH2:14][CH2:13]3)=[CH:23][CH:22]=2)=[CH:7][CH:6]=1, predict the reactants needed to synthesize it. The reactants are: Br[C:2]1[C:3]2[N:4]([N:9]=[CH:10][N:11]=2)[C:5]([Cl:8])=[CH:6][CH:7]=1.[N:12]1([C:18]2[CH:23]=[CH:22][C:21]([NH2:24])=[CH:20][CH:19]=2)[CH2:17][CH2:16][O:15][CH2:14][CH2:13]1.CC(C)([O-])C.[Na+].CC1(C)C2C(=C(P(C3C=CC=CC=3)C3C=CC=CC=3)C=CC=2)OC2C(P(C3C=CC=CC=3)C3C=CC=CC=3)=CC=CC1=2. (4) Given the product [O:10]1[CH:11]=[CH:12][N:13]=[C:9]1[CH2:8][C:7]1[CH:14]=[CH:15][C:4]([NH2:1])=[CH:5][CH:6]=1, predict the reactants needed to synthesize it. The reactants are: [N+:1]([C:4]1[CH:15]=[CH:14][C:7]([CH2:8][C:9]2[O:10][CH:11]=[CH:12][N:13]=2)=[CH:6][CH:5]=1)([O-])=O.[Sn](Cl)(Cl)(Cl)Cl. (5) Given the product [CH2:31]([C@@H:35]1[N:40]([C:57]([C:54]2[CH:53]=[C:52]([C:46]3[CH:47]=[CH:48][CH:49]=[CH:50][CH:51]=3)[NH:56][N:55]=2)=[O:58])[CH2:39][C@H:38]([CH2:41][CH:42]([CH3:44])[CH3:43])[NH:37][C:36]1=[O:45])[CH:32]([CH3:34])[CH3:33], predict the reactants needed to synthesize it. The reactants are: C([C@@H]1N(C(=O)C2C=CC(OC3C=CC=CC=3)=CC=2)C[C@H](CC(C)C)NC1=O)C(C)C.[CH2:31]([C@@H:35]1[NH:40][CH2:39][C@H:38]([CH2:41][CH:42]([CH3:44])[CH3:43])[NH:37][C:36]1=[O:45])[CH:32]([CH3:34])[CH3:33].[C:46]1([C:52]2[NH:56][N:55]=[C:54]([C:57](O)=[O:58])[CH:53]=2)[CH:51]=[CH:50][CH:49]=[CH:48][CH:47]=1. (6) Given the product [CH2:8]([O:9][S:18]([CH3:17])(=[O:20])=[O:19])[CH2:7][C:1]1[CH:6]=[CH:5][CH:4]=[CH:3][CH:2]=1, predict the reactants needed to synthesize it. The reactants are: [C:1]1([CH2:7][CH2:8][OH:9])[CH:6]=[CH:5][CH:4]=[CH:3][CH:2]=1.CCN(CC)CC.[CH3:17][S:18](Cl)(=[O:20])=[O:19].